This data is from Full USPTO retrosynthesis dataset with 1.9M reactions from patents (1976-2016). The task is: Predict the reactants needed to synthesize the given product. (1) Given the product [N:4]1[CH:5]=[CH:6][CH:7]=[CH:8][C:3]=1/[CH:1]=[CH:28]/[CH:29]=[O:30], predict the reactants needed to synthesize it. The reactants are: [CH:1]([C:3]1[CH:8]=[CH:7][CH:6]=[CH:5][N:4]=1)=O.C1(P(=[CH:28][CH:29]=[O:30])(C2C=CC=CC=2)C2C=CC=CC=2)C=CC=CC=1. (2) Given the product [CH:26]([C:23]1[C:21]2=[N:22][C:17]([C:15]([NH:14][C:9]3[CH:10]=[N:11][CH:12]=[CH:13][C:8]=3[N:6]3[CH2:7][C@H:2]([CH3:1])[CH2:3][C@H:4]([NH:29][C:30](=[O:36])[O:31][C:32]([CH3:33])([CH3:34])[CH3:35])[CH2:5]3)=[O:16])=[CH:18][CH:19]=[C:20]2[O:25][CH:24]=1)([CH3:28])[CH3:27], predict the reactants needed to synthesize it. The reactants are: [CH3:1][C@H:2]1[CH2:7][N:6]([C:8]2[CH:13]=[CH:12][N:11]=[CH:10][C:9]=2[NH:14][C:15]([C:17]2[N:22]=[C:21]3[C:23]([C:26]([CH3:28])=[CH2:27])=[CH:24][O:25][C:20]3=[CH:19][CH:18]=2)=[O:16])[CH2:5][C@@H:4]([NH:29][C:30](=[O:36])[O:31][C:32]([CH3:35])([CH3:34])[CH3:33])[CH2:3]1. (3) Given the product [Br:23][C:22]1[CH:21]=[C:20]([C:24]([F:27])([F:26])[F:25])[CH:19]=[C:15]2[C:14]=1[N:13]=[CH:29][N:9]([NH:8][C:6]1[CH:7]=[C:2]([Br:1])[CH:3]=[CH:4][C:5]=1[S:10][CH2:11][CH3:12])[C:16]2=[O:17], predict the reactants needed to synthesize it. The reactants are: [Br:1][C:2]1[CH:3]=[CH:4][C:5]([S:10][CH2:11][CH3:12])=[C:6]([NH:8][NH2:9])[CH:7]=1.[NH2:13][C:14]1[C:22]([Br:23])=[CH:21][C:20]([C:24]([F:27])([F:26])[F:25])=[CH:19][C:15]=1[C:16](O)=[O:17].N[C:29]1C=CC(OC(F)(F)F)=CC=1C(NNC1C=C(C#N)C=CC=1SCC)=O. (4) Given the product [CH2:1]([O:8][C:9]1[CH:10]=[CH:11][C:12]2[CH2:13][C@H:14]3[N:26]([CH2:27][CH:28]4[CH2:30][CH2:29]4)[CH2:25][CH2:24][C@:20]45[C:21]=2[C:22]=1[O:23][C@H:19]4[CH2:18][CH2:17][CH2:16][C@@:15]35[O:31][CH3:36])[C:2]1[CH:7]=[CH:6][CH:5]=[CH:4][CH:3]=1, predict the reactants needed to synthesize it. The reactants are: [CH2:1]([O:8][C:9]1[CH:10]=[CH:11][C:12]2[CH2:13][C@H:14]3[N:26]([CH2:27][CH:28]4[CH2:30][CH2:29]4)[CH2:25][CH2:24][C@:20]45[C:21]=2[C:22]=1[O:23][C@H:19]4[CH2:18][CH2:17][CH2:16][C@@:15]35[OH:31])[C:2]1[CH:7]=[CH:6][CH:5]=[CH:4][CH:3]=1.S(OC)(O[CH3:36])(=O)=O.[H-].[Na+].